From a dataset of Catalyst prediction with 721,799 reactions and 888 catalyst types from USPTO. Predict which catalyst facilitates the given reaction. (1) Product: [F:1][C:2]1[CH:3]=[C:4]([C:8]2[CH:17]=[N:16][C:15]3[N:14]([C:24](=[O:26])[CH3:25])[CH2:13][CH2:12][O:11][C:10]=3[CH:9]=2)[CH:5]=[N:6][CH:7]=1. Reactant: [F:1][C:2]1[CH:3]=[C:4]([C:8]2[CH:17]=[N:16][C:15]3[NH:14][CH2:13][CH2:12][O:11][C:10]=3[CH:9]=2)[CH:5]=[N:6][CH:7]=1.N1C=CC=CC=1.[C:24](Cl)(=[O:26])[CH3:25]. The catalyst class is: 2. (2) Reactant: [NH2:1][C:2]1[C:3]([CH3:11])=[C:4]([CH2:9][OH:10])[CH:5]=[CH:6][C:7]=1[CH3:8].[C:12](=[O:15])([O-])O.[Na+].ICl.[I-:19].[C:20](OC(=O)C)(=[O:22])[CH3:21].[CH3:27]N(C1C=CC=CN=1)C. Product: [C:20]([NH:1][C:2]1[C:3]([CH3:11])=[C:4]([C:5]([I:19])=[CH:6][C:7]=1[CH3:8])[CH2:9][O:10][C:12](=[O:15])[CH3:27])(=[O:22])[CH3:21]. The catalyst class is: 138. (3) Reactant: [CH:1]([C:4]1[N:5]=[C:6]2[C:11]([C:12]([F:15])([F:14])[F:13])=[CH:10][CH:9]=[CH:8][N:7]2[C:16]=1[C:17]1[CH:18]=[C:19]([CH:34]=[CH:35][CH:36]=1)[O:20][C:21]1[CH:22]=[C:23]([S:27]([CH2:30][CH2:31][CH2:32][OH:33])(=[O:29])=[O:28])[CH:24]=[CH:25][CH:26]=1)([CH3:3])[CH3:2].C(N(CC)CC)C.[CH3:44][S:45](Cl)(=[O:47])=[O:46].C([O-])(O)=O.[Na+]. Product: [CH3:44][S:45]([O:33][CH2:32][CH2:31][CH2:30][S:27]([C:23]1[CH:24]=[CH:25][CH:26]=[C:21]([O:20][C:19]2[CH:34]=[CH:35][CH:36]=[C:17]([C:16]3[N:7]4[CH:8]=[CH:9][CH:10]=[C:11]([C:12]([F:14])([F:13])[F:15])[C:6]4=[N:5][C:4]=3[CH:1]([CH3:3])[CH3:2])[CH:18]=2)[CH:22]=1)(=[O:28])=[O:29])(=[O:47])=[O:46]. The catalyst class is: 4. (4) Reactant: [OH:1][CH2:2][C@@H:3]([C@@H:5](/[CH:7]=[CH:8]/[CH2:9][CH2:10][CH2:11][CH2:12][CH2:13][CH2:14][CH2:15][CH2:16][CH2:17][CH2:18][CH2:19][CH2:20][CH3:21])[OH:6])[NH2:4].CCN=C=NCCCN(C)C.[C:33](O)(=[O:51])[CH2:34][CH2:35][CH2:36][CH2:37][CH2:38][CH2:39][CH2:40][CH2:41][CH2:42][CH2:43][CH2:44][CH2:45][CH2:46][CH2:47][CH2:48][CH2:49][CH3:50]. Product: [C:33]([NH:4][C@H:3]([C@H:5]([OH:6])/[CH:7]=[CH:8]/[CH2:9][CH2:10][CH2:11][CH2:12][CH2:13][CH2:14][CH2:15][CH2:16][CH2:17][CH2:18][CH2:19][CH2:20][CH3:21])[CH2:2][OH:1])(=[O:51])[CH2:34][CH2:35][CH2:36][CH2:37][CH2:38][CH2:39][CH2:40][CH2:41][CH2:42][CH2:43][CH2:44][CH2:45][CH2:46][CH2:47][CH2:48][CH2:49][CH3:50]. The catalyst class is: 64. (5) Reactant: [CH2:1]([O:4][C:5]1[CH:14]=[C:13]2[C:8]([C:9](=[O:25])[CH:10]=[C:11]([C:15]3[CH:20]=[C:19]([O:21][CH3:22])[C:18]([O:23][CH3:24])=[CH:17][CH:16]=3)[O:12]2)=[C:7]([OH:26])[CH:6]=1)[C:2]#[CH:3].[C:27](=O)([O-])[O-].[K+].[K+].CC(C)=O.S(OC)(OC)(=O)=O. Product: [CH2:1]([O:4][C:5]1[CH:14]=[C:13]2[C:8]([C:9](=[O:25])[CH:10]=[C:11]([C:15]3[CH:16]=[CH:17][C:18]([O:23][CH3:24])=[C:19]([O:21][CH3:22])[CH:20]=3)[O:12]2)=[C:7]([O:26][CH3:27])[CH:6]=1)[C:2]#[CH:3]. The catalyst class is: 22. (6) Reactant: [NH2:1][C:2]1[N:3]=[C:4]([CH3:10])[C:5]([C:8]#[N:9])=[N:6][CH:7]=1.[CH3:11][C:12]([O:15][C:16](O[C:16]([O:15][C:12]([CH3:14])([CH3:13])[CH3:11])=[O:17])=[O:17])([CH3:14])[CH3:13]. Product: [C:8]([C:5]1[N:6]=[CH:7][C:2]([NH:1][C:16](=[O:17])[O:15][C:12]([CH3:14])([CH3:13])[CH3:11])=[N:3][C:4]=1[CH3:10])#[N:9]. The catalyst class is: 79.